This data is from Forward reaction prediction with 1.9M reactions from USPTO patents (1976-2016). The task is: Predict the product of the given reaction. (1) Given the reactants [Br:1][C:2]1[S:6][C:5]([C:7](=[O:17])[CH:8]=[CH:9][C:10]2[CH:15]=[CH:14][C:13]([NH2:16])=[CH:12][CH:11]=2)=[CH:4][CH:3]=1.[C:18](=O)([O-])[O-].[K+].[K+].CI.O, predict the reaction product. The product is: [Br:1][C:2]1[S:6][C:5]([C:7](=[O:17])[CH:8]=[CH:9][C:10]2[CH:15]=[CH:14][C:13]([NH:16][CH3:18])=[CH:12][CH:11]=2)=[CH:4][CH:3]=1. (2) Given the reactants [Cl:1][C:2]1[C:7]([Cl:8])=[CH:6][CH:5]=[CH:4][C:3]=1[S:9]([NH:12][C:13]1[N:14]=[C:15]([CH3:25])[C:16]([C:21](OC)=[O:22])=[N:17][C:18]=1[O:19][CH3:20])(=[O:11])=[O:10].C([BH-](CC)CC)C.[Li+].ClCCl.C(OCC)(=O)C.C(O)(=O)C, predict the reaction product. The product is: [Cl:1][C:2]1[C:7]([Cl:8])=[CH:6][CH:5]=[CH:4][C:3]=1[S:9]([NH:12][C:13]1[C:18]([O:19][CH3:20])=[N:17][C:16]([CH2:21][OH:22])=[C:15]([CH3:25])[N:14]=1)(=[O:10])=[O:11].